From a dataset of Catalyst prediction with 721,799 reactions and 888 catalyst types from USPTO. Predict which catalyst facilitates the given reaction. (1) Reactant: [F:1][C:2]1[CH:7]=[C:6]([C:8]2[CH:13]=[CH:12][CH:11]=[CH:10][N:9]=2)[CH:5]=[CH:4][C:3]=1[C:14]1[O:15][C:16]2[C:22]([C:23]([NH2:25])=[O:24])=[CH:21][CH:20]=[CH:19][C:17]=2[N:18]=1.[H][H]. Product: [F:1][C:2]1[CH:7]=[C:6]([CH:8]2[CH2:13][CH2:12][CH2:11][CH2:10][NH:9]2)[CH:5]=[CH:4][C:3]=1[C:14]1[O:15][C:16]2[C:22]([C:23]([NH2:25])=[O:24])=[CH:21][CH:20]=[CH:19][C:17]=2[N:18]=1. The catalyst class is: 458. (2) Reactant: [N+:1]([C:4]1[CH:5]=[C:6]([CH:14]=[CH:15][CH:16]=1)[C:7]([NH:9][CH:10]1[CH2:13][O:12][CH2:11]1)=[O:8])([O-])=O. Product: [NH2:1][C:4]1[CH:5]=[C:6]([CH:14]=[CH:15][CH:16]=1)[C:7]([NH:9][CH:10]1[CH2:13][O:12][CH2:11]1)=[O:8]. The catalyst class is: 19.